From a dataset of Catalyst prediction with 721,799 reactions and 888 catalyst types from USPTO. Predict which catalyst facilitates the given reaction. (1) Reactant: [C:1]([O-])([O-])=O.[K+].[K+].Cl[C:8]1[CH:15]=[N:14][CH:13]=[CH:12][C:9]=1[CH:10]=[O:11].CB1OB(C)OB(C)O1. Product: [CH3:1][C:8]1[CH:15]=[N:14][CH:13]=[CH:12][C:9]=1[CH:10]=[O:11]. The catalyst class is: 669. (2) Reactant: [N:1]([C:4]1[C:9]([F:10])=[CH:8][N:7]=[CH:6][C:5]=1/[CH:11]=[N:12]/[C:13]1[C:20]([F:21])=[CH:19][CH:18]=[CH:17][C:14]=1[C:15]#[N:16])=[N+]=[N-]. Product: [F:21][C:20]1[C:13]([N:12]2[CH:11]=[C:5]3[CH:6]=[N:7][CH:8]=[C:9]([F:10])[C:4]3=[N:1]2)=[C:14]([CH:17]=[CH:18][CH:19]=1)[C:15]#[N:16]. The catalyst class is: 11. (3) Reactant: [Si]([O:8][C@@H:9]([CH3:28])[C@@H:10]([NH:17][C:18]1[CH:25]=[CH:24][C:21]([C:22]#[N:23])=[C:20]([Cl:26])[C:19]=1[CH3:27])[C:11]1[O:12][C:13]([CH3:16])=[N:14][N:15]=1)(C(C)(C)C)(C)C.CCCC[N+](CCCC)(CCCC)CCCC.[F-]. Product: [Cl:26][C:20]1[C:19]([CH3:27])=[C:18]([NH:17][C@@H:10]([C:11]2[O:12][C:13]([CH3:16])=[N:14][N:15]=2)[C@@H:9]([OH:8])[CH3:28])[CH:25]=[CH:24][C:21]=1[C:22]#[N:23]. The catalyst class is: 1. (4) Product: [CH2:1]([N:4]([CH2:5][CH:6]=[CH2:7])[C:15](=[O:21])[CH2:16][CH2:17][CH2:18][CH2:19][CH3:20])[CH:2]=[CH2:3]. Reactant: [CH2:1]([NH:4][CH2:5][CH:6]=[CH2:7])[CH:2]=[CH2:3].C(N(CC)CC)C.[C:15](Cl)(=[O:21])[CH2:16][CH2:17][CH2:18][CH2:19][CH3:20]. The catalyst class is: 4. (5) Reactant: [O:1]=[C:2]1[C:11]2[C:6](=[CH:7][CH:8]=[CH:9][CH:10]=2)[N:5]=[C:4]([C:12]([NH:14][CH2:15][C:16]2[CH:17]=[C:18]([C:22]3[CH:27]=[CH:26][C:25]([S:28]([NH:31][C@H:32]([C:36](O)=[O:37])[CH:33]([CH3:35])[CH3:34])(=[O:30])=[O:29])=[CH:24][CH:23]=3)[CH:19]=[CH:20][CH:21]=2)=[O:13])[NH:3]1.C[Si](C)(C)[O:41][NH2:42].Cl.CN(C)CCCN=C=NCC.ON1C2C=CC=CC=2N=N1. Product: [OH:41][NH:42][C:36]([CH:32]([NH:31][S:28]([C:25]1[CH:26]=[CH:27][C:22]([C:18]2[CH:19]=[CH:20][CH:21]=[C:16]([CH2:15][NH:14][C:12]([C:4]3[NH:3][C:2](=[O:1])[C:11]4[C:6](=[CH:7][CH:8]=[CH:9][CH:10]=4)[N:5]=3)=[O:13])[CH:17]=2)=[CH:23][CH:24]=1)(=[O:29])=[O:30])[CH:33]([CH3:34])[CH3:35])=[O:37]. The catalyst class is: 39. (6) Reactant: [NH:1]1[CH:5]=[C:4]([C:6]([O:8][CH2:9][CH3:10])=[O:7])[CH:3]=[N:2]1.[Cl:11][C:12]1[CH:17]=[CH:16][CH:15]=[CH:14][C:13]=1B(O)O.N1C=CC=CC=1. Product: [Cl:11][C:12]1[CH:17]=[CH:16][CH:15]=[CH:14][C:13]=1[N:1]1[CH:5]=[C:4]([C:6]([O:8][CH2:9][CH3:10])=[O:7])[CH:3]=[N:2]1. The catalyst class is: 221. (7) Product: [Cl:1][C:2]1[C:3]([CH2:13][OH:14])=[C:4]([C:8]2([OH:12])[CH2:9][CH2:10][CH2:11]2)[CH:5]=[CH:6][CH:7]=1. The catalyst class is: 100. Reactant: [Cl:1][C:2]1[C:3]([CH2:13][O:14]C2CCCCO2)=[C:4]([C:8]2([OH:12])[CH2:11][CH2:10][CH2:9]2)[CH:5]=[CH:6][CH:7]=1.CC1C=CC(S(O)(=O)=O)=CC=1. (8) The catalyst class is: 22. Reactant: Cl.[NH:2]1[CH2:7][CH2:6][C:5]2([C:15]3[C:10](=[CH:11][CH:12]=[CH:13][CH:14]=3)[C:9](=[O:16])[O:8]2)[CH2:4][CH2:3]1.[OH:17][C:18]1[CH:19]=[C:20]([C:24]2[N:25]=[CH:26][C:27]([NH:30][C:31](=O)[O:32]C3C=CC=CC=3)=[N:28][CH:29]=2)[CH:21]=[CH:22][CH:23]=1.C(N(CC)CC)C.O. Product: [OH:17][C:18]1[CH:19]=[C:20]([C:24]2[N:25]=[CH:26][C:27]([NH:30][C:31]([N:2]3[CH2:7][CH2:6][C:5]4([C:15]5[C:10](=[CH:11][CH:12]=[CH:13][CH:14]=5)[C:9](=[O:16])[O:8]4)[CH2:4][CH2:3]3)=[O:32])=[N:28][CH:29]=2)[CH:21]=[CH:22][CH:23]=1. (9) Reactant: B(Br)(Br)Br.[CH3:5][C:6]1([CH3:26])[CH2:9][C:8]([C:16]2[CH:21]=[C:20]([O:22]C)[CH:19]=[CH:18][C:17]=2[O:24]C)([C:10]2[CH:15]=[CH:14][CH:13]=[CH:12][CH:11]=2)[CH2:7]1.O. Product: [CH3:5][C:6]1([CH3:26])[CH2:7][C:8]([C:16]2[CH:21]=[C:20]([OH:22])[CH:19]=[CH:18][C:17]=2[OH:24])([C:10]2[CH:11]=[CH:12][CH:13]=[CH:14][CH:15]=2)[CH2:9]1. The catalyst class is: 2.